This data is from Full USPTO retrosynthesis dataset with 1.9M reactions from patents (1976-2016). The task is: Predict the reactants needed to synthesize the given product. (1) Given the product [Br:1][C:2]1[CH:3]=[C:4]2[C:8](=[CH:9][C:10]=1[O:11][CH3:12])[C:7](=[O:13])/[C:6](=[CH:19]/[C:18]1[CH:21]=[CH:22][CH:23]=[C:16]([C:15]([F:14])([F:24])[F:25])[CH:17]=1)/[CH2:5]2, predict the reactants needed to synthesize it. The reactants are: [Br:1][C:2]1[CH:3]=[C:4]2[C:8](=[CH:9][C:10]=1[O:11][CH3:12])[C:7](=[O:13])[CH2:6][CH2:5]2.[F:14][C:15]([F:25])([F:24])[C:16]1[CH:17]=[C:18]([CH:21]=[CH:22][CH:23]=1)[CH:19]=O.CC1C=CC(S(O)(=O)=O)=CC=1. (2) Given the product [CH2:28]([C:34]1[C:35](=[O:45])[C:36]([CH3:44])=[C:37]([CH3:43])[C:38](=[O:41])[C:39]=1[CH3:40])[CH2:29][CH2:30][CH2:31][CH2:32][CH3:33], predict the reactants needed to synthesize it. The reactants are: O=[N+]([O-])[O-].[O-][N+](=O)[O-].[O-][N+](=O)[O-].[O-][N+](=O)[O-].[O-][N+](=O)[O-].[O-][N+](=O)[O-].[Ce+4].[NH4+].[NH4+].[CH2:28]([C:34]1[C:39]([CH3:40])=[C:38]([O:41]C)[C:37]([CH3:43])=[C:36]([CH3:44])[C:35]=1[O:45]C)[CH2:29][CH2:30][CH2:31][CH2:32][CH3:33].